This data is from Kir2.1 potassium channel HTS with 301,493 compounds. The task is: Binary Classification. Given a drug SMILES string, predict its activity (active/inactive) in a high-throughput screening assay against a specified biological target. (1) The molecule is S(Cc1c2OCOCc2cc([N+]([O-])=O)c1)c1sc(Nc2c(cccc2)C)nn1. The result is 0 (inactive). (2) The compound is S=C(NCC(C)=C)N\N=C\c1c(OCC(O)=O)cccc1. The result is 0 (inactive). (3) The result is 0 (inactive). The molecule is O(C(=O)c1ccc(cc1)/C=N/n1c(nnc1C)C)C. (4) The molecule is Clc1c(n(nc1)C)C(=O)N1C(CCCC1)C. The result is 0 (inactive). (5) The molecule is O=C1NCCN(C1CC(=O)NCCc1nc2CCCc2c(n1)C)Cc1cc(c(OC)cc1)C. The result is 0 (inactive). (6) The drug is O=C(NNC(=O)C(=O)NC1CCCCC1)C1CCCCC1. The result is 0 (inactive). (7) The drug is o1c2c(c3[nH]ncc3CC2)c(c1C(=O)NCCc1cc(OCC)c(OCC)cc1)C. The result is 0 (inactive). (8) The molecule is S(c1c(NC(=O)CN(C2CCCCC2)C)cccc1)c1ccccc1. The result is 0 (inactive). (9) The drug is O=C1N2c3c(CC2)cc(NC(=O)C(C)C)cc3CC1. The result is 0 (inactive).